The task is: Regression/Classification. Given a drug SMILES string, predict its absorption, distribution, metabolism, or excretion properties. Task type varies by dataset: regression for continuous measurements (e.g., permeability, clearance, half-life) or binary classification for categorical outcomes (e.g., BBB penetration, CYP inhibition). Dataset: cyp2d6_veith.. This data is from CYP2D6 inhibition data for predicting drug metabolism from PubChem BioAssay. (1) The molecule is COc1ccc(C2CC(=O)C(C=NCCN3CCOCC3)=C(O)C2)cc1. The result is 0 (non-inhibitor). (2) The drug is O=C(NC1CCCCC1)c1ccc(COCC(F)(F)F)o1. The result is 0 (non-inhibitor). (3) The molecule is Nc1ccc(C(=O)O)cc1.Nc1nc(N)c2[nH]cnc2n1.O=S(=O)(O)O. The result is 0 (non-inhibitor).